This data is from Forward reaction prediction with 1.9M reactions from USPTO patents (1976-2016). The task is: Predict the product of the given reaction. Given the reactants [CH3:1][N:2]1[CH:6]=[N:5][N:4]=[C:3]1SC.C([O-])(O)=O.[Na+].C1C=C(Cl)C=C(C(OO)=O)C=1.[O-:25][S:26]([O-:29])(=S)=O.[Na+].[Na+].[C:32]([O-])([O-])=O.[Na+].[Na+], predict the reaction product. The product is: [CH3:1][N:2]1[CH:6]=[N:5][N:4]=[C:3]1[S:26]([CH3:32])(=[O:29])=[O:25].